Dataset: NCI-60 drug combinations with 297,098 pairs across 59 cell lines. Task: Regression. Given two drug SMILES strings and cell line genomic features, predict the synergy score measuring deviation from expected non-interaction effect. Drug 1: C1=CC(=C2C(=C1NCCNCCO)C(=O)C3=C(C=CC(=C3C2=O)O)O)NCCNCCO. Drug 2: CCC1(C2=C(COC1=O)C(=O)N3CC4=CC5=C(C=CC(=C5CN(C)C)O)N=C4C3=C2)O.Cl. Cell line: 786-0. Synergy scores: CSS=44.6, Synergy_ZIP=-9.10, Synergy_Bliss=-4.26, Synergy_Loewe=-3.23, Synergy_HSA=-0.635.